Dataset: Forward reaction prediction with 1.9M reactions from USPTO patents (1976-2016). Task: Predict the product of the given reaction. (1) Given the reactants [NH2:1][C:2]1[N:7]=[CH:6][N:5]=[C:4]2[N:8]([CH2:12][C:13]3[N:14]([C:25]4[CH:30]=[CH:29][CH:28]=[CH:27][C:26]=4[CH3:31])[C:15](=[O:24])[C:16]4[C:17]([CH3:23])=[CH:18][CH:19]=[N:20][C:21]=4[CH:22]=3)[N:9]=[C:10](I)[C:3]=12.[OH:32][C:33]1[CH:34]=[C:35](B(O)O)[CH:36]=[CH:37][CH:38]=1.C1C=CC(P(C2C=CC=CC=2)C2C=CC=CC=2)=CC=1.C([O-])([O-])=O.[Na+].[Na+], predict the reaction product. The product is: [NH2:1][C:2]1[N:7]=[CH:6][N:5]=[C:4]2[N:8]([CH2:12][C:13]3[N:14]([C:25]4[CH:30]=[CH:29][CH:28]=[CH:27][C:26]=4[CH3:31])[C:15](=[O:24])[C:16]4[C:17]([CH3:23])=[CH:18][CH:19]=[N:20][C:21]=4[CH:22]=3)[N:9]=[C:10]([C:37]3[CH:36]=[CH:35][CH:34]=[C:33]([OH:32])[CH:38]=3)[C:3]=12. (2) Given the reactants Br[CH:2]([CH3:19])[C:3]([C:5]1[CH:10]=[CH:9][C:8]([C:11]2[CH:16]=[CH:15][CH:14]=[CH:13][N:12]=2)=[C:7]([O:17][CH3:18])[CH:6]=1)=O.[NH2:20][C:21]1[S:22][CH:23]=[CH:24][N:25]=1, predict the reaction product. The product is: [CH3:18][O:17][C:7]1[CH:6]=[C:5]([C:3]2[N:20]=[C:21]3[N:25]([C:2]=2[CH3:19])[CH:24]=[CH:23][S:22]3)[CH:10]=[CH:9][C:8]=1[C:11]1[CH:16]=[CH:15][CH:14]=[CH:13][N:12]=1. (3) Given the reactants [CH3:1][C:2]1[O:6][N:5]=[C:4]([C:7]([N:9]2[CH2:14][CH2:13][CH:12]([CH2:15][C:16]([OH:18])=O)[CH2:11][CH2:10]2)=[O:8])[CH:3]=1.F[P-](F)(F)(F)(F)F.[CH3:26][N+](C)=C(N(C)C)ON1C2N=CC=CC=2N=N1.[F:43][C:44]([F:49])([F:48])[C:45]([OH:47])=[O:46].[F:50][C:51]([F:56])([F:55])[C:52]([OH:54])=[O:53].[F:57][C:58]1[CH:59]=[N:60][C:61]2[NH:62][C:63]3[CH:64]=[CH:65][CH:66]=[C:67]([CH:80]=3)[CH2:68][CH2:69][C:70]3[CH:78]=[C:74]([NH:75][C:76]=1[N:77]=2)[CH:73]=[CH:72][C:71]=3[NH2:79], predict the reaction product. The product is: [F:43][C:44]([F:49])([F:48])[C:45]([OH:47])=[O:46].[F:50][C:51]([F:56])([F:55])[C:52]([OH:54])=[O:53].[F:57][C:58]1[CH:59]=[N:60][C:61]2[NH:62][C:63]3[CH:64]=[CH:65][CH:66]=[C:67]([CH:80]=3)[CH2:68][CH2:69][C:70]3[CH:78]=[C:74]([NH:75][C:76]=1[N:77]=2)[CH:73]=[CH:72][C:71]=3[NH:79][C:16](=[O:18])[CH2:15][CH:12]1[CH2:11][CH2:10][N:9]([C:7]([C:4]2[CH:3]=[C:2]([CH2:1][CH3:26])[O:6][N:5]=2)=[O:8])[CH2:14][CH2:13]1. (4) The product is: [Cl:16][C:3]1[CH:4]=[C:5]([O:8][C:9]2[CH:14]=[CH:13][C:12]([F:15])=[CH:11][CH:10]=2)[CH:6]=[CH:7][C:2]=1[B:17]1[O:21][C:20]([CH3:23])([CH3:22])[C:19]([CH3:25])([CH3:24])[O:18]1. Given the reactants Br[C:2]1[CH:7]=[CH:6][C:5]([O:8][C:9]2[CH:14]=[CH:13][C:12]([F:15])=[CH:11][CH:10]=2)=[CH:4][C:3]=1[Cl:16].[B:17]1([B:17]2[O:21][C:20]([CH3:23])([CH3:22])[C:19]([CH3:25])([CH3:24])[O:18]2)[O:21][C:20]([CH3:23])([CH3:22])[C:19]([CH3:25])([CH3:24])[O:18]1.C([O-])(=O)C.[K+], predict the reaction product. (5) Given the reactants [F:1][C:2]([F:14])([F:13])[CH2:3][C:4]1[CH:9]=[CH:8][N:7]=[C:6]([C:10]([NH2:12])=O)[CH:5]=1.[C:15](N1C=CN=C1)(N1C=CN=C1)=[O:16].[N:27]12CCCN=C1CCCCC2.Cl.[OH2:39], predict the reaction product. The product is: [F:1][C:2]([F:14])([F:13])[CH2:3][C:4]1[CH:9]=[CH:8][N:7]=[C:6]([C:10]2[NH:27][O:39][C:15](=[O:16])[N:12]=2)[CH:5]=1. (6) Given the reactants [I:1][C:2]1[CH:3]=[C:4]([CH:8]=[CH:9][C:10]=1[O:11][CH:12]1[CH2:16][CH2:15][N:14]([C:17]([N:19]2[CH2:23][CH2:22][CH2:21][CH2:20]2)=[O:18])[CH2:13]1)[C:5](O)=[O:6].C(Cl)(=O)C([Cl:27])=O, predict the reaction product. The product is: [I:1][C:2]1[CH:3]=[C:4]([CH:8]=[CH:9][C:10]=1[O:11][CH:12]1[CH2:16][CH2:15][N:14]([C:17]([N:19]2[CH2:23][CH2:22][CH2:21][CH2:20]2)=[O:18])[CH2:13]1)[C:5]([Cl:27])=[O:6].